Dataset: Full USPTO retrosynthesis dataset with 1.9M reactions from patents (1976-2016). Task: Predict the reactants needed to synthesize the given product. (1) Given the product [CH3:1][C:2]1[C:10]2[N:9]=[CH:8][N:7]([CH:19]3[CH2:20][CH2:21][CH2:22][CH2:23][O:18]3)[C:6]=2[CH:5]=[CH:4][C:3]=1[C:11]#[N:12], predict the reactants needed to synthesize it. The reactants are: [CH3:1][C:2]1[C:10]2[N:9]=[CH:8][NH:7][C:6]=2[CH:5]=[CH:4][C:3]=1[C:11]#[N:12].C1COCC1.[O:18]1[CH:23]=[CH:22][CH2:21][CH2:20][CH2:19]1.CC1C=CC(S(O)(=O)=O)=CC=1.O. (2) Given the product [ClH:1].[ClH:1].[C:18]1([C:4]2[CH:5]=[C:6]([N:10]3[CH:16]4[CH2:17][N:13]([CH2:14][CH2:15]4)[CH2:12][CH2:11]3)[CH:7]=[N:8][CH:9]=2)[CH:23]=[CH:22][CH:21]=[CH:20][CH:19]=1, predict the reactants needed to synthesize it. The reactants are: [ClH:1].Cl.Br[C:4]1[CH:5]=[C:6]([N:10]2[CH:16]3[CH2:17][N:13]([CH2:14][CH2:15]3)[CH2:12][CH2:11]2)[CH:7]=[N:8][CH:9]=1.[C:18]1(B(O)O)[CH:23]=[CH:22][CH:21]=[CH:20][CH:19]=1.C(=O)([O-])[O-].[Na+].[Na+]. (3) Given the product [Cl:1][C:2]1[CH:31]=[CH:30][C:5]([CH2:6][N:7]2[C:15]3[C:10](=[CH:11][C:12](/[CH:16]=[C:17]4/[C:18](=[O:29])[N:19]([CH2:23][C@@H:24]5[CH2:28][CH2:27][CH2:26][N:25]5[CH2:37][C:38]([OH:40])=[O:39])[C:20](=[O:22])[S:21]/4)=[CH:13][CH:14]=3)[CH:9]=[N:8]2)=[C:4]([C:32]([F:35])([F:33])[F:34])[CH:3]=1, predict the reactants needed to synthesize it. The reactants are: [Cl:1][C:2]1[CH:31]=[CH:30][C:5]([CH2:6][N:7]2[C:15]3[C:10](=[CH:11][C:12](/[CH:16]=[C:17]4/[C:18](=[O:29])[N:19]([CH2:23][C@@H:24]5[CH2:28][CH2:27][CH2:26][NH:25]5)[C:20](=[O:22])[S:21]/4)=[CH:13][CH:14]=3)[CH:9]=[N:8]2)=[C:4]([C:32]([F:35])([F:34])[F:33])[CH:3]=1.Br[CH2:37][C:38]([O:40]C(C)(C)C)=[O:39]. (4) Given the product [Cl:41][C:15]1[CH:16]=[C:17]2[N:22]=[C:21]([O:23][C@@H:24]3[CH2:25][O:26][C@@H:27]4[C@H:31]([OH:32])[CH2:30][O:29][C@H:28]34)[N:20]([CH2:33][O:34][CH2:35][CH2:36][Si:37]([CH3:40])([CH3:39])[CH3:38])[C:18]2=[N:19][C:14]=1[C:11]1[CH:12]=[CH:13][C:8]([C:5]2[N:6]=[CH:7][C:2]([N:45]=[S:43]([CH3:46])([CH3:42])=[O:44])=[N:3][CH:4]=2)=[CH:9][CH:10]=1, predict the reactants needed to synthesize it. The reactants are: Br[C:2]1[N:3]=[CH:4][C:5]([C:8]2[CH:13]=[CH:12][C:11]([C:14]3[N:19]=[C:18]4[N:20]([CH2:33][O:34][CH2:35][CH2:36][Si:37]([CH3:40])([CH3:39])[CH3:38])[C:21]([O:23][C@H:24]5[C@H:28]6[O:29][CH2:30][C@@H:31]([OH:32])[C@H:27]6[O:26][CH2:25]5)=[N:22][C:17]4=[CH:16][C:15]=3[Cl:41])=[CH:10][CH:9]=2)=[N:6][CH:7]=1.[CH3:42][S:43]([CH3:46])(=[NH:45])=[O:44]. (5) The reactants are: [I-].[CH3:2][S+](C)(C)=O.[H-].[Na+].[Br:9][C:10]1[CH:15]=[CH:14][C:13](/[CH:16]=[CH:17]/[C:18]([O:20][CH2:21][CH3:22])=[O:19])=[CH:12][CH:11]=1. Given the product [Br:9][C:10]1[CH:11]=[CH:12][C:13]([C@@H:16]2[CH2:2][C@H:17]2[C:18]([O:20][CH2:21][CH3:22])=[O:19])=[CH:14][CH:15]=1, predict the reactants needed to synthesize it.